This data is from Reaction yield outcomes from USPTO patents with 853,638 reactions. The task is: Predict the reaction yield, written as a fraction of the theoretical maximum amount of product (1.0 means a 100% yield; for example, 0.34 means a 34% yield). (1) The reactants are Cl[C:2]1[C:7]([CH3:8])=[C:6]([Cl:9])[N:5]=[CH:4][N:3]=1.[OH:10][CH:11]1[CH2:16][CH2:15][N:14]([C:17]([O:19][CH:20]([CH3:22])[CH3:21])=[O:18])[CH2:13][CH2:12]1.CC(C)([O-])C.[K+]. The catalyst is O1CCCC1. The product is [Cl:9][C:6]1[N:5]=[CH:4][N:3]=[C:2]([O:10][CH:11]2[CH2:12][CH2:13][N:14]([C:17]([O:19][CH:20]([CH3:22])[CH3:21])=[O:18])[CH2:15][CH2:16]2)[C:7]=1[CH3:8]. The yield is 0.760. (2) The reactants are COC[C@@H]1[C@H](C=O)[C@]1(C)C1C=CC2C(C)(C)CCC(C)(C)C=2C=1.CC12C(C)(C)[C:28]([C:34]([O:36][CH2:37][C@H:38]3[C@@H:40]([CH2:41][O:42]CC)[C@@:39]3([CH3:59])[C:45]3[CH:54]=[CH:53][C:52]4[C:51]([CH3:56])([CH3:55])[CH2:50][CH2:49][C:48]([CH3:58])([CH3:57])[C:47]=4[CH:46]=3)=O)(CC1)OC2=O. No catalyst specified. The product is [CH2:34]([O:36][CH2:37][C@@H:38]1[C@H:40]([CH:41]=[O:42])[C@:39]1([CH3:59])[C:45]1[CH:54]=[CH:53][C:52]2[C:51]([CH3:56])([CH3:55])[CH2:50][CH2:49][C:48]([CH3:58])([CH3:57])[C:47]=2[CH:46]=1)[CH3:28]. The yield is 0.970. (3) The reactants are [C:1]([C:4]1[CH:5]=[C:6]([CH:17]=[CH:18][CH:19]=1)[CH2:7][CH:8]([C:14](=O)[CH3:15])[C:9]([O:11]CC)=O)(=[O:3])[CH3:2].Cl.[C:21](=[NH:26])([NH2:25])[CH2:22][CH2:23][CH3:24].C[O-].[Na+].CO. The catalyst is CO. The product is [C:1]([C:4]1[CH:5]=[C:6]([CH:17]=[CH:18][CH:19]=1)[CH2:7][C:8]1[C:9](=[O:11])[NH:26][C:21]([CH2:22][CH2:23][CH3:24])=[N:25][C:14]=1[CH3:15])(=[O:3])[CH3:2]. The yield is 0.780. (4) The catalyst is CN(C=O)C.C([O-])(=O)C.[Pd+2].C([O-])(=O)C. The reactants are Br[C:2]1[C:11]2[C:6](=[CH:7][CH:8]=[CH:9][CH:10]=2)[C:5]([C:12]([OH:14])=[O:13])=[CH:4][CH:3]=1.C(N(CC)CC)C.C1(P(C2C=CC=CC=2)C2C=CC=CC=2)C=CC=CC=1.[C:41]([O:45][CH3:46])(=[O:44])[CH:42]=[CH2:43]. The yield is 0.970. The product is [CH3:46][O:45][C:41](=[O:44])/[CH:42]=[CH:43]/[C:2]1[C:11]2[C:6](=[CH:7][CH:8]=[CH:9][CH:10]=2)[C:5]([C:12]([OH:14])=[O:13])=[CH:4][CH:3]=1. (5) The product is [C:7]([C:6]1[C:5]([N+:2]([O-:4])=[O:3])=[CH:12][CH:11]=[CH:10][C:9]=1[O:13][CH2:14][CH:15]1[CH2:20][CH2:19][CH2:18][N:17]([C:32]([NH:31][CH2:28][CH2:29][CH3:30])=[O:33])[CH2:16]1)#[N:8]. The yield is 1.00. The reactants are Cl.[N+:2]([C:5]1[CH:12]=[CH:11][CH:10]=[C:9]([O:13][CH2:14][CH:15]2[CH2:20][CH2:19][CH2:18][NH:17][CH2:16]2)[C:6]=1[C:7]#[N:8])([O-:4])=[O:3].C(N(CC)CC)C.[CH2:28]([N:31]=[C:32]=[O:33])[CH2:29][CH3:30]. The catalyst is C1COCC1. (6) The reactants are [CH3:1][O:2][C@H:3]([CH3:9])[C@@H:4]([C:6]([OH:8])=[O:7])[NH2:5].Cl[C:11]([O:13][CH3:14])=[O:12]. The catalyst is C(=O)(O)[O-].[Na+]. The product is [CH3:1][O:2][C@@H:3]([CH3:9])[C@H:4]([NH:5][C:11]([O:13][CH3:14])=[O:12])[C:6]([OH:8])=[O:7]. The yield is 0.860. (7) The reactants are [Br:1][C:2]1[CH:7]=[C:6]([O:8][CH3:9])[CH:5]=[C:4]([O:10][CH3:11])[CH:3]=1.O=P(Cl)(Cl)Cl.O.CN([CH:21]=[O:22])C. No catalyst specified. The product is [Br:1][C:2]1[CH:3]=[C:4]([O:10][CH3:11])[CH:5]=[C:6]([O:8][CH3:9])[C:7]=1[CH:21]=[O:22]. The yield is 0.650. (8) The reactants are Br[C:2]1[CH:3]=[C:4]([C:9]2[C:14]3[S:15][C:16]4[CH:21]=[CH:20][CH:19]=[CH:18][C:17]=4[C:13]=3[CH:12]=[CH:11][CH:10]=2)[CH:5]=[C:6]([Cl:8])[CH:7]=1.[C:22]1([C:31]2[CH:36]=[CH:35][CH:34]=[CH:33][CH:32]=2)[CH:27]=[CH:26][C:25](B(O)O)=[CH:24][CH:23]=1.C([O-])([O-])=O.[K+].[K+]. The catalyst is C1(C)C=CC=CC=1.O.C1C=CC([P]([Pd]([P](C2C=CC=CC=2)(C2C=CC=CC=2)C2C=CC=CC=2)([P](C2C=CC=CC=2)(C2C=CC=CC=2)C2C=CC=CC=2)[P](C2C=CC=CC=2)(C2C=CC=CC=2)C2C=CC=CC=2)(C2C=CC=CC=2)C2C=CC=CC=2)=CC=1. The product is [Cl:8][C:6]1[CH:5]=[C:4]([C:9]2[C:14]3[S:15][C:16]4[CH:21]=[CH:20][CH:19]=[CH:18][C:17]=4[C:13]=3[CH:12]=[CH:11][CH:10]=2)[CH:3]=[C:2]([C:34]2[CH:35]=[CH:36][C:31]([C:22]3[CH:27]=[CH:26][CH:25]=[CH:24][CH:23]=3)=[CH:32][CH:33]=2)[CH:7]=1. The yield is 0.290. (9) The reactants are [Cl:1][C:2]1[CH:7]=[CH:6][C:5]([C:8]2[CH:13]=[CH:12][CH:11]=[CH:10][C:9]=2[C@H:14]([OH:32])[CH:15]2[CH2:20][CH2:19][N:18]([C:21]3[CH:31]=[CH:30][C:24]([C:25]([O:27]CC)=[O:26])=[CH:23][CH:22]=3)[CH2:17][CH2:16]2)=[CH:4][CH:3]=1.O.CO. The catalyst is C1COCC1. The product is [Cl:1][C:2]1[CH:3]=[CH:4][C:5]([C:8]2[CH:13]=[CH:12][CH:11]=[CH:10][C:9]=2[C@H:14]([OH:32])[CH:15]2[CH2:20][CH2:19][N:18]([C:21]3[CH:22]=[CH:23][C:24]([C:25]([OH:27])=[O:26])=[CH:30][CH:31]=3)[CH2:17][CH2:16]2)=[CH:6][CH:7]=1. The yield is 0.790.